This data is from Catalyst prediction with 721,799 reactions and 888 catalyst types from USPTO. The task is: Predict which catalyst facilitates the given reaction. Reactant: [N+:1]([C:4]1[CH:5]=[CH:6][C:7]2[O:12][CH2:11][CH:10]([CH2:13][OH:14])[O:9][C:8]=2[CH:15]=1)([O-])=O. Product: [NH2:1][C:4]1[CH:5]=[CH:6][C:7]2[O:12][CH2:11][CH:10]([CH2:13][OH:14])[O:9][C:8]=2[CH:15]=1. The catalyst class is: 19.